Dataset: Drug-target binding data from BindingDB using IC50 measurements. Task: Regression. Given a target protein amino acid sequence and a drug SMILES string, predict the binding affinity score between them. We predict pIC50 (pIC50 = -log10(IC50 in M); higher means more potent). Dataset: bindingdb_ic50. (1) The compound is CCCC(=O)Nc1n[nH]c2cc(Cl)c(-c3ccccc3)cc12. The target protein (P19332) has sequence MAEPRQEFDTMEDQAGDYTMLQDQEGDMDHGLKESPPQPPADDGSEEPGSETSDAKSTPTAEDVTAPLVEERAPDKQATAQSHTEIPEGTTAEEAGIGDTPNMEDQAAGHVTQEPQKVEIFSQSLLVEPGRREGQAPDSGISDWTHQQVPSMSGAPLPPQGLREATHQPLGTRPEDVERSHPASELLWQESPQKEAWGKDRLGSEEEVDEDITMDESSQESPPSQASLAPGTATPQARSVSASGVSGETTSIPGFPAEGSIPLPADFFSKVSAETQASPPEGPGTGPSEEGHEAAPEFTFHVEIKASAPKEQDLEGATVVGAPAEEQKARGPSVGKGTKEASLLEPTDKQPAAGLPGRPVSRVPQLKARVAGVSKDRTGNDEKKAKTSTPSCAKTPSNRPCLSPTRPTPGSSDPLIKPSSPAVCPEPATSPKYVSSVTPRNGSPGTKQMKLKGADGKTGAKIATPRGAATPGQKGTSNATRIPAKTTPSPKTPPGSGEPP.... The pIC50 is 6.4. (2) The compound is CCNC(=O)C#Cc1ccc2c(c1)NC(=O)/C2=C(\Nc1ccc(CN2CCCC2)cc1)c1ccccc1. The target protein (Q6GPL3) has sequence MSYKENLIPSSCSSSSSSSSKFATPSSATAAQRVLRKQPYVSIFTTPSDNLLAQRAQLAPRVTPAASSSVPGRVALGTDVASHNTALAEAPKRKFTIDDFDIGRPLGKGKFGNVYLAREKQNKFIMALKVLFKSQLEKEGVEHQLRREIEIQSHLRHPNILRMYNYFHDRKRIYLMLEFAPRGELYKELQKHGRFDEQRSATFMEELADALQYCHERKVIHRDIKPENLLMGYKGELKIADFGWSVHAPSLRRRTMCGTLDYLPPEMIEGKTHDEKVDLWCAGVLCYEFLVGMPPFDSPSHSETHRRIVNVDLKFPPFLSEGSKDLISKLLRYHPAQRLPLKGVMEHPWVKANSRRVLPPVYQSSHPK. The pIC50 is 8.3. (3) The small molecule is COc1cccc(OC[C@@H]2CN(c3ccc(C#N)c(C(F)(F)F)c3)[C@@H](C(F)(F)F)O2)c1. The target protein sequence is MEVQLGLGRVYPRPPSKTYRGAFQNLFQSVREVIQNPGPRHPEAASAAPPGASLQQQQQQQQQQQQQQETSPRQQQKQGEDGSPQAHRRGPTGYLVLDEEQQPSQPQSAPECHPERGCVPEPGAAVAAGKGLPQQLPAPPDEDDSAAPSTLSLLGPTFPGLSSCSADLKDILSEASTMQLLQQQQQEAVSEGSSNGRAREASGAPTSSKDNYLGGTSTISDSAKELCKAVSVSMGLGVEALEHLSPGEQLRGDCMYAPVLGVPPGVRPIPCAPLAECKGSLLDDSAGKSTEDTVEYSPFKGGYTKGLEGESLGCSGSAAAGSSGTLELPSTLSLYKSGALDEAAAYQSRDYYNFPLALAGPPPPPPPPHPHARIKLENPLDYGSAWAAAAAQCRYGDLASLHGAGAAGPGSGSPSAAASSSWHTLFTAEEGQLYGPCGGGGGGGGGGGGGGAGEAGAVAPYGYTRPPQGLAGQEGDFTAPDVWYPGGMVSRVPYPSPTCV.... The pIC50 is 7.1. (4) The drug is CCCCCCCCCCCCCCSc1ccccc1C(=O)O. The target protein (P9WFF6) has sequence MARDARKRTSSNFPQLPPAPDDYPTFPDTSTWPVVFPELPAAPYGGPCRPPQHTSKAAAPRIPADRLPNHVAIVMDGNGRWATQRGLARTEGHKMGEAVVIDIACGAIELGIKWLSLYAFSTENWKRSPEEVRFLMGFNRDVVRRRRDTLKKLGVRIRWVGSRPRLWRSVINELAVAEEMTKSNDVITINYCVNYGGRTEITEATREIAREVAAGRLNPERITESTIARHLQRPDIPDVDLFLRTSGEQRSSNFMLWQAAYAEYIFQDKLWPDYDRRDLWAACEEYASRTRRFGSA. The pIC50 is 7.4. (5) The compound is Cn1cnnc1SC[C@@]1(C)[C@H](C(=O)O)N2C(=O)C[C@H]2S1(=O)=O. The target protein sequence is MIKSSWRKIAMLAAAVPLLLASGALWASTDAIHQKLTDLEKRSGGRLGVALINTADNSQILYRGDERFAMCSTSKVMAAAAVLKQSESNKEVVNKRLEINAADLVVWSPITEKHLQSGMTLAELSAATLQYSDNTAMNLIIGYLGGPEKVTAFARSIGDATFRLDRTEPTLNTAIPGDERDTSTPLAMAESLRKLTLGDALGEQQRAQLVTWLKGNTTGGQSIRAGLPESWVVGDKTGAGDYGTTNDIAVIWPEDHAPLILVTYFTQPQQDAKNRKEVLAAAAKIVTEGL. The pIC50 is 6.6.